From a dataset of Peptide-MHC class I binding affinity with 185,985 pairs from IEDB/IMGT. Regression. Given a peptide amino acid sequence and an MHC pseudo amino acid sequence, predict their binding affinity value. This is MHC class I binding data. (1) The peptide sequence is STSAYLVSI. The MHC is HLA-A32:01 with pseudo-sequence HLA-A32:01. The binding affinity (normalized) is 0.399. (2) The peptide sequence is SRWRIRSGL. The MHC is HLA-B83:01 with pseudo-sequence HLA-B83:01. The binding affinity (normalized) is 0.213. (3) The peptide sequence is VTNRHEEKF. The MHC is HLA-A24:03 with pseudo-sequence HLA-A24:03. The binding affinity (normalized) is 0.504. (4) The peptide sequence is KMFNSVGGA. The MHC is HLA-A02:01 with pseudo-sequence HLA-A02:01. The binding affinity (normalized) is 0.699. (5) The MHC is Patr-A0101 with pseudo-sequence Patr-A0101. The peptide sequence is LVNHYFQTR. The binding affinity (normalized) is 0.241. (6) The peptide sequence is VYHITVSQI. The MHC is Patr-A0701 with pseudo-sequence Patr-A0701. The binding affinity (normalized) is 0.296. (7) The peptide sequence is VPFVQWFV. The MHC is H-2-Ld with pseudo-sequence H-2-Ld. The binding affinity (normalized) is 0.629. (8) The peptide sequence is YMRERLSDF. The MHC is HLA-C04:01 with pseudo-sequence HLA-C04:01. The binding affinity (normalized) is 0.213.